Dataset: Reaction yield outcomes from USPTO patents with 853,638 reactions. Task: Predict the reaction yield, written as a fraction of the theoretical maximum amount of product (1.0 means a 100% yield; for example, 0.34 means a 34% yield). (1) The reactants are [S:1](=[C:4]1[CH:10]=[CH:9][C:7]([NH2:8])=[CH:6][CH2:5]1)(=[O:3])=[O:2].[Li+].[CH3:12][Si]([N-][Si](C)(C)C)(C)C.[CH:21]1([CH2:24][C:25]2[C:30]([C:31]3[CH:36]=[CH:35][N:34]=[C:33](S(C)=O)[N:32]=3)=[CH:29][N:28]=[C:27]([NH:40][CH2:41][C:42]([CH3:45])([OH:44])[CH3:43])[N:26]=2)[CH2:23][CH2:22]1. The catalyst is C1COCC1. The product is [CH:21]1([CH2:24][C:25]2[C:30]([C:31]3[CH:36]=[CH:35][N:34]=[C:33]([NH:8][C:7]4[CH:6]=[CH:5][C:4]([S:1]([CH3:12])(=[O:3])=[O:2])=[CH:10][CH:9]=4)[N:32]=3)=[CH:29][N:28]=[C:27]([NH:40][CH2:41][C:42]([CH3:45])([OH:44])[CH3:43])[N:26]=2)[CH2:22][CH2:23]1. The yield is 0.170. (2) The reactants are [NH2:1][C:2]1[C:11]2[C:6](=[CH:7][CH:8]=[CH:9][CH:10]=2)[C:5]([O:12][C:13]2[C:22]3[NH:21][C:20](=[O:23])[CH:19]=[N:18][C:17]=3[N:16]=[CH:15][CH:14]=2)=[CH:4][CH:3]=1.[C:24]([C:28]1[CH:32]=[C:31]([N:33]=[C:34]=[O:35])[N:30]([C:36]2[CH:41]=[CH:40][CH:39]=[CH:38][CH:37]=2)[N:29]=1)([CH3:27])([CH3:26])[CH3:25]. No catalyst specified. The product is [C:24]([C:28]1[CH:32]=[C:31]([NH:33][C:34]([NH:1][C:2]2[C:11]3[C:6](=[CH:7][CH:8]=[CH:9][CH:10]=3)[C:5]([O:12][C:13]3[C:22]4[NH:21][C:20](=[O:23])[CH:19]=[N:18][C:17]=4[N:16]=[CH:15][CH:14]=3)=[CH:4][CH:3]=2)=[O:35])[N:30]([C:36]2[CH:41]=[CH:40][CH:39]=[CH:38][CH:37]=2)[N:29]=1)([CH3:27])([CH3:25])[CH3:26]. The yield is 0.170.